This data is from Reaction yield outcomes from USPTO patents with 853,638 reactions. The task is: Predict the reaction yield, written as a fraction of the theoretical maximum amount of product (1.0 means a 100% yield; for example, 0.34 means a 34% yield). (1) The reactants are [NH2:1][CH2:2][C:3]1[N:4]=[C:5]([NH:8][C:9]([NH:11][C:12]2[CH:17]=[CH:16][C:15]([CH3:18])=[CH:14][C:13]=2[C:19]([CH:21]2[CH2:25][CH2:24][CH2:23][CH2:22]2)=[O:20])=[O:10])[S:6][CH:7]=1.[CH3:26][O:27][C:28](=[O:35])[CH2:29][CH2:30][S:31](Cl)(=[O:33])=[O:32]. No catalyst specified. The product is [CH3:26][O:27][C:28](=[O:35])[CH2:29][CH2:30][S:31](=[O:33])(=[O:32])[NH:1][CH2:2][C:3]1[N:4]=[C:5]([NH:8][C:9]([NH:11][C:12]2[CH:17]=[CH:16][C:15]([CH3:18])=[CH:14][C:13]=2[C:19]([CH:21]2[CH2:25][CH2:24][CH2:23][CH2:22]2)=[O:20])=[O:10])[S:6][CH:7]=1. The yield is 0.910. (2) The reactants are [CH3:1][C:2]1[N:3]([CH2:13][C:14]([O:16][CH2:17][CH3:18])=[O:15])[C:4]([CH:11]=[CH2:12])=[C:5]([C:7]([F:10])([F:9])[F:8])[N:6]=1.[Li+].[CH3:20][CH:21]([N-]C(C)C)[CH3:22].C(Br)C=C.[NH4+].[Cl-]. The catalyst is C1COCC1. The product is [CH3:1][C:2]1[N:3]([CH:13]([CH2:22][CH:21]=[CH2:20])[C:14]([O:16][CH2:17][CH3:18])=[O:15])[C:4]([CH:11]=[CH2:12])=[C:5]([C:7]([F:8])([F:9])[F:10])[N:6]=1. The yield is 0.140. (3) The product is [NH2:19][C:14](=[O:15])[C@@H:13]([OH:18])[CH2:12][NH:11][C:6]1[N:7]=[C:8]([Cl:10])[N:9]=[C:4]([C:1]([NH2:2])=[O:3])[CH:5]=1. No catalyst specified. The reactants are [C:1]([C:4]1[N:9]=[C:8]([Cl:10])[N:7]=[C:6]([NH:11][CH2:12][C@H:13]([OH:18])[C:14](OC)=[O:15])[CH:5]=1)(=[O:3])[NH2:2].[NH3:19].CO. The yield is 0.940. (4) The reactants are C[O:2][C:3](=[O:23])[C:4]1[CH:9]=[CH:8][C:7]([C:10]2[O:11][C:12]([N:17]3[CH2:22][CH2:21][O:20][CH2:19][CH2:18]3)=[CH:13][C:14](=[O:16])[CH:15]=2)=[CH:6][CH:5]=1.[OH-].[Na+:25]. The catalyst is CO. The product is [Na+:25].[N:17]1([C:12]2[O:11][C:10]([C:7]3[CH:8]=[CH:9][C:4]([C:3]([O-:23])=[O:2])=[CH:5][CH:6]=3)=[CH:15][C:14](=[O:16])[CH:13]=2)[CH2:22][CH2:21][O:20][CH2:19][CH2:18]1. The yield is 0.970. (5) The reactants are [I:1][C:2]1[NH:6][N:5]=[C:4]([C:7]([NH2:9])=O)[C:3]=1[CH3:10].FC(F)(F)C(OC(=O)C(F)(F)F)=O.C(N(CC)CC)C.C(=O)(O)[O-].[Na+]. The catalyst is ClCCl. The product is [I:1][C:2]1[NH:6][N:5]=[C:4]([C:7]#[N:9])[C:3]=1[CH3:10]. The yield is 0.380. (6) The reactants are [Mg].Br[C:3]1[CH:8]=[CH:7][C:6]([Br:9])=[CH:5][CH:4]=1.II.[CH3:12][N:13]1[CH2:18][CH2:17][C:16](=[O:19])[CH2:15][CH2:14]1.[Cl-].[NH4+]. The catalyst is C(OCC)C.C1COCC1.ICC. The product is [Br:9][C:6]1[CH:7]=[CH:8][C:3]([C:16]2([OH:19])[CH2:17][CH2:18][N:13]([CH3:12])[CH2:14][CH2:15]2)=[CH:4][CH:5]=1. The yield is 0.230. (7) The reactants are [O:1]=[C:2]1[CH2:10][C:9]2[C:4](=[CH:5][CH:6]=[C:7]([C:11]3[S:15][C:14]([NH:16][CH2:17][C@@H:18]([NH:30]C(=O)OC(C)(C)C)[CH2:19][C:20]4[CH:25]=[CH:24][C:23]([C:26]([F:29])([F:28])[F:27])=[CH:22][CH:21]=4)=[N:13][N:12]=3)[CH:8]=2)[NH:3]1.C(O)(C(F)(F)F)=O. The catalyst is C(Cl)Cl. The product is [NH2:30][C@@H:18]([CH2:19][C:20]1[CH:21]=[CH:22][C:23]([C:26]([F:27])([F:28])[F:29])=[CH:24][CH:25]=1)[CH2:17][NH:16][C:14]1[S:15][C:11]([C:7]2[CH:8]=[C:9]3[C:4](=[CH:5][CH:6]=2)[NH:3][C:2](=[O:1])[CH2:10]3)=[N:12][N:13]=1. The yield is 0.480.